This data is from NCI-60 drug combinations with 297,098 pairs across 59 cell lines. The task is: Regression. Given two drug SMILES strings and cell line genomic features, predict the synergy score measuring deviation from expected non-interaction effect. (1) Drug 1: CC1C(C(CC(O1)OC2CC(CC3=C2C(=C4C(=C3O)C(=O)C5=C(C4=O)C(=CC=C5)OC)O)(C(=O)C)O)N)O.Cl. Drug 2: CCC1=C2CN3C(=CC4=C(C3=O)COC(=O)C4(CC)O)C2=NC5=C1C=C(C=C5)O. Cell line: SK-MEL-2. Synergy scores: CSS=25.3, Synergy_ZIP=-4.36, Synergy_Bliss=-2.30, Synergy_Loewe=-3.61, Synergy_HSA=-0.321. (2) Drug 1: C1CN(CCN1C(=O)CCBr)C(=O)CCBr. Drug 2: CS(=O)(=O)OCCCCOS(=O)(=O)C. Cell line: PC-3. Synergy scores: CSS=13.1, Synergy_ZIP=-5.51, Synergy_Bliss=-1.81, Synergy_Loewe=-9.95, Synergy_HSA=-0.945. (3) Synergy scores: CSS=0.411, Synergy_ZIP=0.832, Synergy_Bliss=0.109, Synergy_Loewe=-2.00, Synergy_HSA=-1.25. Cell line: PC-3. Drug 1: CS(=O)(=O)C1=CC(=C(C=C1)C(=O)NC2=CC(=C(C=C2)Cl)C3=CC=CC=N3)Cl. Drug 2: CN1C(=O)N2C=NC(=C2N=N1)C(=O)N. (4) Drug 1: C1=CC=C(C=C1)NC(=O)CCCCCCC(=O)NO. Drug 2: C1=NNC2=C1C(=O)NC=N2. Cell line: HCT116. Synergy scores: CSS=30.0, Synergy_ZIP=5.78, Synergy_Bliss=-6.07, Synergy_Loewe=-17.8, Synergy_HSA=-5.83.